Dataset: Reaction yield outcomes from USPTO patents with 853,638 reactions. Task: Predict the reaction yield, written as a fraction of the theoretical maximum amount of product (1.0 means a 100% yield; for example, 0.34 means a 34% yield). (1) The reactants are [H-].[Na+].[CH3:3][O:4][C:5]1[CH:12]=[CH:11][CH:10]=[CH:9][C:6]=1[CH:7]=O.[CH3:13]S(C)=O. The catalyst is [Br-].C[P+](C1C=CC=CC=1)(C1C=CC=CC=1)C1C=CC=CC=1. The product is [CH3:3][O:4][C:5]1[CH:12]=[CH:11][CH:10]=[CH:9][C:6]=1[CH:7]=[CH2:13]. The yield is 0.611. (2) The reactants are [Cl:1][C:2]1[C:7]([N:8]2[C:17](=[O:18])[C:16]3[C:11](=[CH:12][CH:13]=[C:14]([F:19])[CH:15]=3)[N:10]=[C:9]2[CH3:20])=[CH:6][CH:5]=[CH:4][N:3]=1.CO[CH:23](OC)[N:24]([CH3:26])[CH3:25]. The catalyst is CN(C)C=O. The product is [Cl:1][C:2]1[C:7]([N:8]2[C:17](=[O:18])[C:16]3[C:11](=[CH:12][CH:13]=[C:14]([F:19])[CH:15]=3)[N:10]=[C:9]2[CH:20]=[CH:23][N:24]([CH3:26])[CH3:25])=[CH:6][CH:5]=[CH:4][N:3]=1. The yield is 0.870.